This data is from In vitro SARS-CoV-2 activity screen of 1,480 approved drugs from Prestwick library. The task is: Binary Classification. Given a drug SMILES string, predict its activity (active/inactive) in a high-throughput screening assay against a specified biological target. (1) The molecule is O=C1CC[C@@H](C(=O)N2CSC[C@H]2C(=O)O)N1. The result is 0 (inactive). (2) The molecule is C[C@]12CC[C@H]3[C@@H](C=CC4=CC(=O)CC[C@@]43C)[C@@H]1CC[C@@]2(O)CCC(=O)[O-].[K+]. The result is 0 (inactive). (3) The compound is CC12CC3CC(C)(C1)CC(N)(C3)C2.Cl. The result is 0 (inactive). (4) The drug is CCOC(=O)C1=C(COCCN)NC(C)=C(C(=O)OC)C1c1ccccc1Cl. The result is 0 (inactive). (5) The molecule is O=C(CCCN1CCC2(CC1)C(=O)NCN2c1ccccc1)c1ccc(F)cc1. The result is 1 (active). (6) The drug is C[C@@H](CN1CC(=O)NC(=O)C1)N1CC(=O)NC(=O)C1.Cl. The result is 0 (inactive). (7) The molecule is C[N+](C)(C)CCCCCCCCCC[N+](C)(C)C.[Br-].[Br-]. The result is 0 (inactive).